Dataset: Catalyst prediction with 721,799 reactions and 888 catalyst types from USPTO. Task: Predict which catalyst facilitates the given reaction. (1) Reactant: [Cl:1][C:2]1[CH:23]=[C:22]([Cl:24])[CH:21]=[CH:20][C:3]=1[O:4][C:5]1[CH:19]=[CH:18][CH:17]=[CH:16][C:6]=1[C:7]([NH:9][CH:10]1[CH2:15][CH2:14][NH:13][CH2:12][CH2:11]1)=[O:8].C(N(CC)CC)C.[C:32](Cl)(=[O:34])[CH3:33]. Product: [C:32]([N:13]1[CH2:14][CH2:15][CH:10]([NH:9][C:7](=[O:8])[C:6]2[CH:16]=[CH:17][CH:18]=[CH:19][C:5]=2[O:4][C:3]2[CH:20]=[CH:21][C:22]([Cl:24])=[CH:23][C:2]=2[Cl:1])[CH2:11][CH2:12]1)(=[O:34])[CH3:33]. The catalyst class is: 2. (2) Reactant: [C:1]([C:3]1[CH:4]=[N:5][C:6]2[C:11]([CH:12]=1)=[CH:10][C:9]([O:13][CH:14]([S:24][CH3:25])[C:15]([NH:17][C:18]1([CH:22]=[O:23])[CH2:21][CH2:20][CH2:19]1)=[O:16])=[CH:8][CH:7]=2)#[CH:2].C1(C)C=CC=CC=1.C1C[O:36][CH2:35]C1.[C:38]([O-])(O)=O.[Na+]. Product: [CH3:38][O:23][CH:22]([O:36][CH3:35])[C:18]1([NH:17][C:15](=[O:16])[CH:14]([O:13][C:9]2[CH:10]=[C:11]3[C:6](=[CH:7][CH:8]=2)[N:5]=[CH:4][C:3]([C:1]#[CH:2])=[CH:12]3)[S:24][CH3:25])[CH2:21][CH2:20][CH2:19]1. The catalyst class is: 5.